From a dataset of Full USPTO retrosynthesis dataset with 1.9M reactions from patents (1976-2016). Predict the reactants needed to synthesize the given product. Given the product [O:7]1[C:3]([C:8]2[CH:13]=[CH:12][C:11]([F:14])=[CH:10][C:9]=2[F:15])([CH:4]([OH:6])[CH3:5])[CH2:2]1, predict the reactants needed to synthesize it. The reactants are: Cl[CH2:2][C@@:3]([C:8]1[CH:13]=[CH:12][C:11]([F:14])=[CH:10][C:9]=1[F:15])([OH:7])[C@H:4]([OH:6])[CH3:5].[OH-].[Na+].O.C(#N)C.